The task is: Predict the reactants needed to synthesize the given product.. This data is from Full USPTO retrosynthesis dataset with 1.9M reactions from patents (1976-2016). Given the product [CH3:27][O:26][C:23]1[CH:24]=[CH:25][C:20]([C:19](=[O:28])[CH:10]([CH2:11][C:12]2[CH:17]=[CH:16][CH:15]=[CH:14][CH:13]=2)[C:9]([C:6]2[CH:7]=[CH:8][C:3]([O:2][CH3:1])=[CH:4][CH:5]=2)=[O:18])=[CH:21][CH:22]=1, predict the reactants needed to synthesize it. The reactants are: [CH3:1][O:2][C:3]1[CH:8]=[CH:7][C:6]([C:9](=[O:18])[CH2:10][CH2:11][C:12]2[CH:17]=[CH:16][CH:15]=[CH:14][CH:13]=2)=[CH:5][CH:4]=1.[C:19](Cl)(=[O:28])[C:20]1[CH:25]=[CH:24][C:23]([O:26][CH3:27])=[CH:22][CH:21]=1.C(O)(=O)CC(CC(O)=O)(C(O)=O)O.